This data is from Reaction yield outcomes from USPTO patents with 853,638 reactions. The task is: Predict the reaction yield, written as a fraction of the theoretical maximum amount of product (1.0 means a 100% yield; for example, 0.34 means a 34% yield). (1) The reactants are [F:1][C:2]([F:14])([F:13])[O:3][C:4]1[CH:5]=[C:6]([CH:10]=[CH:11][CH:12]=1)[C:7]([OH:9])=O.[F:15][C:16]1[CH:21]=[CH:20][C:19]([CH:22]([C:26]2[CH:31]=[CH:30][C:29]([F:32])=[CH:28][CH:27]=2)[CH2:23][CH2:24][NH2:25])=[CH:18][CH:17]=1. No catalyst specified. The product is [F:15][C:16]1[CH:21]=[CH:20][C:19]([CH:22]([C:26]2[CH:27]=[CH:28][C:29]([F:32])=[CH:30][CH:31]=2)[CH2:23][CH2:24][NH:25][C:7](=[O:9])[C:6]2[CH:10]=[CH:11][CH:12]=[C:4]([O:3][C:2]([F:1])([F:14])[F:13])[CH:5]=2)=[CH:18][CH:17]=1. The yield is 0.294. (2) The reactants are [C:1]([C:3]1[CH:8]=[CH:7][C:6]([NH:9][C:10]2[N:11]=[C:12]([O:20][C:21]3[C:28]([CH3:29])=[CH:27][C:24]([C:25]#[N:26])=[CH:23][C:22]=3[CH3:30])[C:13]3[N:18]([CH3:19])[CH:17]=[CH:16][C:14]=3[N:15]=2)=[CH:5][CH:4]=1)#[N:2].C1C(=O)N([Cl:38])C(=O)C1. The catalyst is C(Cl)Cl. The product is [Cl:38][C:16]1[C:14]2[N:15]=[C:10]([NH:9][C:6]3[CH:7]=[CH:8][C:3]([C:1]#[N:2])=[CH:4][CH:5]=3)[N:11]=[C:12]([O:20][C:21]3[C:22]([CH3:30])=[CH:23][C:24]([C:25]#[N:26])=[CH:27][C:28]=3[CH3:29])[C:13]=2[N:18]([CH3:19])[CH:17]=1. The yield is 0.560.